From a dataset of Forward reaction prediction with 1.9M reactions from USPTO patents (1976-2016). Predict the product of the given reaction. (1) The product is: [C:12]1(=[CH:7][C:6]([O:14][C:4]([CH3:3])([CH3:1])[CH3:16])=[O:13])[CH2:11][CH2:10][CH2:9]1. Given the reactants [C:1]1(=O)[CH2:4][CH2:3]C1.[C:6]([OH:14])(=[O:13])[C:7]1[CH:12]=[CH:11][CH:10]=[CH:9]C=1.Cl[CH2:16]Cl, predict the reaction product. (2) Given the reactants Br[C:2]1[CH:3]=[C:4]([CH3:31])[C:5](=[O:30])[N:6]([CH2:18][CH2:19][C:20]2[CH:29]=[CH:28][C:23]([C:24]([O:26][CH3:27])=[O:25])=[CH:22][CH:21]=2)[C:7]=1[CH2:8][N:9]1[CH2:13][CH2:12][CH2:11][C@@H:10]1[CH2:14][CH:15]([CH3:17])[CH3:16].O.P([O-])([O-])([O-])=O.[K+].[K+].[K+].[CH:41]1(P(C2CCCCC2)C2C=CC=CC=2C2C(OC)=CC=CC=2OC)CCCC[CH2:42]1, predict the reaction product. The product is: [CH2:14]([C@H:10]1[CH2:11][CH2:12][CH2:13][N:9]1[CH2:8][C:7]1[N:6]([CH2:18][CH2:19][C:20]2[CH:29]=[CH:28][C:23]([C:24]([O:26][CH3:27])=[O:25])=[CH:22][CH:21]=2)[C:5](=[O:30])[C:4]([CH3:31])=[CH:3][C:2]=1[CH:41]=[CH2:42])[CH:15]([CH3:17])[CH3:16].